This data is from Full USPTO retrosynthesis dataset with 1.9M reactions from patents (1976-2016). The task is: Predict the reactants needed to synthesize the given product. (1) Given the product [C:1]([O:5][C:6]([N:8]1[CH2:13][CH2:12][CH2:11][C@H:10]([CH2:14][O:15][C:16]2[C:21]([OH:22])=[CH:20][CH:19]=[CH:18][C:17]=2[F:24])[CH2:9]1)=[O:7])([CH3:4])([CH3:2])[CH3:3], predict the reactants needed to synthesize it. The reactants are: [C:1]([O:5][C:6]([N:8]1[CH2:13][CH2:12][CH2:11][C@H:10]([CH2:14][O:15][C:16]2[C:21]([O:22]C)=[CH:20][CH:19]=[CH:18][C:17]=2[F:24])[CH2:9]1)=[O:7])([CH3:4])([CH3:3])[CH3:2].[S-]CC.[Na+]. (2) Given the product [C:19]([O:18][C:16](=[O:17])[CH2:15][C:2]1[N:10]2[C:5]([CH:6]=[CH:7][C:8]([C:11]#[N:12])=[CH:9]2)=[CH:4][C:3]=1[CH3:13])([CH3:22])([CH3:21])[CH3:20], predict the reactants needed to synthesize it. The reactants are: Br[C:2]1[N:10]2[C:5]([CH:6]=[CH:7][C:8]([C:11]#[N:12])=[CH:9]2)=[CH:4][C:3]=1[CH3:13].Br[CH2:15][C:16]([O:18][C:19]([CH3:22])([CH3:21])[CH3:20])=[O:17].